This data is from Forward reaction prediction with 1.9M reactions from USPTO patents (1976-2016). The task is: Predict the product of the given reaction. (1) Given the reactants FC(F)(F)C(O)=O.[CH3:8][CH:9]([O:11][C:12]1[C:17]([C:18]#[N:19])=[CH:16][C:15]([C:20]2[O:24][N:23]=[C:22]([C:25]3[C:26]([CH3:35])=[C:27]4[C:32](=[CH:33][CH:34]=3)[CH2:31][NH:30][CH2:29][CH2:28]4)[N:21]=2)=[CH:14][N:13]=1)[CH3:10].[CH3:36][C:37]([O:40][C:41]([NH:43][C@H:44]([C:48](O)=[O:49])[C@@H:45]([CH3:47])[OH:46])=[O:42])([CH3:39])[CH3:38].CCN(C(C)C)C(C)C.CN(C(ON1N=NC2C=CC=NC1=2)=[N+](C)C)C.F[P-](F)(F)(F)(F)F, predict the reaction product. The product is: [C:18]([C:17]1[CH:16]=[C:15]([C:20]2[O:24][N:23]=[C:22]([C:25]3[C:26]([CH3:35])=[C:27]4[C:32](=[CH:33][CH:34]=3)[CH2:31][N:30]([C:48]([C@@H:44]([NH:43][C:41](=[O:42])[O:40][C:37]([CH3:39])([CH3:38])[CH3:36])[C@H:45]([OH:46])[CH3:47])=[O:49])[CH2:29][CH2:28]4)[N:21]=2)[CH:14]=[N:13][C:12]=1[O:11][CH:9]([CH3:8])[CH3:10])#[N:19]. (2) Given the reactants [F:1][C:2]1[CH:7]=[CH:6][C:5]([OH:8])=[CH:4][CH:3]=1.[Cl:9][C:10]1[C:16](Cl)=[CH:15][C:13]([NH2:14])=[C:12]([N+:18]([O-:20])=[O:19])[CH:11]=1.C(=O)([O-])[O-].[K+].[K+], predict the reaction product. The product is: [Cl:9][C:10]1[C:16]([O:8][C:5]2[CH:6]=[CH:7][C:2]([F:1])=[CH:3][CH:4]=2)=[CH:15][C:13]([NH2:14])=[C:12]([N+:18]([O-:20])=[O:19])[CH:11]=1. (3) Given the reactants [CH3:1][C:2]1[CH:7]=[C:6]([CH3:8])[CH:5]=[CH:4][C:3]=1[C:9](=[O:15])/[CH:10]=[CH:11]/[C:12]([OH:14])=[O:13].[CH2:16]([N:19]1[C:27]2[C:22](=[CH:23][CH:24]=[CH:25][CH:26]=2)[CH:21]=[CH:20]1)[CH2:17][CH3:18], predict the reaction product. The product is: [CH3:1][C:2]1[CH:7]=[C:6]([CH3:8])[CH:5]=[CH:4][C:3]=1[C:9](=[O:15])[CH2:10][CH:11]([C:21]1[C:22]2[C:27](=[CH:26][CH:25]=[CH:24][CH:23]=2)[N:19]([CH2:16][CH2:17][CH3:18])[CH:20]=1)[C:12]([OH:14])=[O:13].